This data is from Catalyst prediction with 721,799 reactions and 888 catalyst types from USPTO. The task is: Predict which catalyst facilitates the given reaction. (1) Reactant: C(N(CC)CC)C.[C:8](Cl)(=[O:13])[CH2:9][CH2:10][CH2:11][CH3:12].[OH:15][C:16]12[C:27]3[C:22](=[CH:23][CH:24]=[CH:25][CH:26]=3)[C:21](=[O:28])[C:20]1([NH:29][C:30](=[O:32])[CH3:31])[C:19]1[CH:33]=[CH:34][C:35]([CH:37]([CH3:39])[CH3:38])=[CH:36][C:18]=1[O:17]2. Product: [C:8]([O:17][C:18]1[CH:36]=[C:35]([CH:37]([CH3:38])[CH3:39])[CH:34]=[CH:33][C:19]=1[C:20]1([NH:29][C:30](=[O:32])[CH3:31])[C:21](=[O:28])[C:22]2[C:27](=[CH:26][CH:25]=[CH:24][CH:23]=2)[C:16]1=[O:15])(=[O:13])[CH2:9][CH2:10][CH2:11][CH3:12]. The catalyst class is: 1. (2) Reactant: [C:1]([O:4][CH2:5][C@H:6]1[CH2:11][C@@H:10]([O:12][C:13](=[O:15])[CH3:14])[CH2:9][CH2:8][C@@:7]1([C@H:17]1[CH2:25][CH2:24][C@@:23]2([CH3:26])[C@@H:19]([CH2:20][CH2:21][C:22]32OCC[O:27]3)[C@@H:18]1[CH2:31][OH:32])[CH3:16])(=[O:3])[CH3:2].[CH3:33][C:34]([Si:37](Cl)([C:44]1[CH:49]=[CH:48][CH:47]=[CH:46][CH:45]=1)[C:38]1[CH:43]=[CH:42][CH:41]=[CH:40][CH:39]=1)([CH3:36])[CH3:35].N1C=CN=C1.O. Product: [C:1]([O:4][CH2:5][C@H:6]1[CH2:11][C@@H:10]([O:12][C:13](=[O:15])[CH3:14])[CH2:9][CH2:8][C@@:7]1([C@H:17]1[CH2:25][CH2:24][C@@:23]2([CH3:26])[C@@H:19]([CH2:20][CH2:21][C:22]2=[O:27])[C@@H:18]1[CH2:31][O:32][Si:37]([C:34]([CH3:36])([CH3:35])[CH3:33])([C:44]1[CH:49]=[CH:48][CH:47]=[CH:46][CH:45]=1)[C:38]1[CH:43]=[CH:42][CH:41]=[CH:40][CH:39]=1)[CH3:16])(=[O:3])[CH3:2]. The catalyst class is: 3. (3) The catalyst class is: 236. Product: [F:35][C:12]([F:11])([F:34])[C:13]1[CH:29]=[C:28]([C:30]([F:33])([F:32])[F:31])[CH:27]=[CH:26][C:14]=1[CH2:15][N:16]1[C:17](=[O:25])[CH2:18][CH2:19][CH:20]([CH:23]=[O:24])[CH2:21][CH2:22]1. Reactant: CS(C)=O.C(Cl)(=O)C(Cl)=O.[F:11][C:12]([F:35])([F:34])[C:13]1[CH:29]=[C:28]([C:30]([F:33])([F:32])[F:31])[CH:27]=[CH:26][C:14]=1[CH2:15][N:16]1[CH2:22][CH2:21][CH:20]([CH2:23][OH:24])[CH2:19][CH2:18][C:17]1=[O:25].[Cl-].[NH4+]. (4) The catalyst class is: 3. Product: [C:1]1([C:7]2[N:8]=[C:9]([C:12]3[CH:13]=[CH:14][C:15]([C:16]4[NH:22][N:21]=[N:20][N:17]=4)=[CH:18][CH:19]=3)[S:10][CH:11]=2)[CH:6]=[CH:5][CH:4]=[CH:3][CH:2]=1. Reactant: [C:1]1([C:7]2[N:8]=[C:9]([C:12]3[CH:19]=[CH:18][C:15]([C:16]#[N:17])=[CH:14][CH:13]=3)[S:10][CH:11]=2)[CH:6]=[CH:5][CH:4]=[CH:3][CH:2]=1.[N-:20]=[N+:21]=[N-:22].[Na+].[Cl-].[NH4+]. (5) The catalyst class is: 64. Product: [CH3:47][N:48]([CH3:55])[CH2:49][CH2:50][CH2:51][C:52]([O:46][CH2:45][C:22]1[CH:21]=[C:20]([O:19][CH2:1][CH2:2][CH2:3][CH2:4][CH2:5][CH2:6][CH2:7][CH2:8]/[CH:9]=[CH:10]\[CH2:11]/[CH:12]=[CH:13]\[CH2:14][CH2:15][CH2:16][CH2:17][CH3:18])[CH:25]=[C:24]([O:26][CH2:27][CH2:28][CH2:29][CH2:30][CH2:31][CH2:32][CH2:33][CH2:34]/[CH:35]=[CH:36]\[CH2:37]/[CH:38]=[CH:39]\[CH2:40][CH2:41][CH2:42][CH2:43][CH3:44])[CH:23]=1)=[O:53]. Reactant: [CH2:1]([O:19][C:20]1[CH:21]=[C:22]([CH2:45][OH:46])[CH:23]=[C:24]([O:26][CH2:27][CH2:28][CH2:29][CH2:30][CH2:31][CH2:32][CH2:33][CH2:34]/[CH:35]=[CH:36]\[CH2:37]/[CH:38]=[CH:39]\[CH2:40][CH2:41][CH2:42][CH2:43][CH3:44])[CH:25]=1)[CH2:2][CH2:3][CH2:4][CH2:5][CH2:6][CH2:7][CH2:8]/[CH:9]=[CH:10]\[CH2:11]/[CH:12]=[CH:13]\[CH2:14][CH2:15][CH2:16][CH2:17][CH3:18].[CH3:47][N:48]([CH3:55])[CH2:49][CH2:50][CH2:51][C:52](O)=[O:53].CCN(C(C)C)C(C)C.C(Cl)CCl. (6) Reactant: [C:1]([C:5]1[CH:10]=[CH:9][C:8]([N:11]2[CH2:19][C:18]3[C:13](=[C:14]([N+:20]([O-])=O)[CH:15]=[CH:16][CH:17]=3)[C:12]2=[O:23])=[CH:7][CH:6]=1)([CH3:4])([CH3:3])[CH3:2]. Product: [NH2:20][C:14]1[CH:15]=[CH:16][CH:17]=[C:18]2[C:13]=1[C:12](=[O:23])[N:11]([C:8]1[CH:7]=[CH:6][C:5]([C:1]([CH3:4])([CH3:3])[CH3:2])=[CH:10][CH:9]=1)[CH2:19]2. The catalyst class is: 350. (7) Reactant: CON(C)[C:4]([C@H:6]1[CH2:11][CH2:10][C@@H:9]([C:12]2([C:17]3[CH:22]=[CH:21][C:20]([Cl:23])=[CH:19][CH:18]=3)[O:16][CH2:15][CH2:14][O:13]2)[CH2:8][CH2:7]1)=[O:5].[Br-].O.Cl. Product: [Cl:23][C:20]1[CH:19]=[CH:18][C:17]([C:12]2([C@@H:9]3[CH2:8][CH2:7][C@H:6]([C:4](=[O:5])[CH2:8][CH2:7][CH:6]=[CH2:4])[CH2:11][CH2:10]3)[O:13][CH2:14][CH2:15][O:16]2)=[CH:22][CH:21]=1. The catalyst class is: 7. (8) Reactant: [Cl:1][C:2]1[CH:7]=[CH:6][C:5]([NH:8]C(=O)OC(C)(C)C)=[C:4]([CH:16]([OH:25])[C:17]2[CH:22]=[CH:21][CH:20]=[CH:19][C:18]=2[O:23][CH3:24])[CH:3]=1.Cl. Product: [NH2:8][C:5]1[CH:6]=[CH:7][C:2]([Cl:1])=[CH:3][C:4]=1[CH:16]([C:17]1[CH:22]=[CH:21][CH:20]=[CH:19][C:18]=1[O:23][CH3:24])[OH:25]. The catalyst class is: 12. (9) Reactant: [CH3:1][N:2]1[C:6]([C:7]2[CH:8]=[C:9]3[C:13](=[CH:14][CH:15]=2)[NH:12][C:11](=O)[CH2:10]3)=[CH:5][C:4]([C:17]2[CH:18]=[N:19][CH:20]=[CH:21][CH:22]=2)=[N:3]1.P(Br)(Br)([Br:25])=O.N1C=CN=C1.C([O-])(O)=O.[Na+]. Product: [Br:25][C:11]1[NH:12][C:13]2[C:9]([CH:10]=1)=[CH:8][C:7]([C:6]1[N:2]([CH3:1])[N:3]=[C:4]([C:17]3[CH:18]=[N:19][CH:20]=[CH:21][CH:22]=3)[CH:5]=1)=[CH:15][CH:14]=2. The catalyst class is: 68. (10) Reactant: [N:1]([O-])=O.[Na+].[NH2:5][C:6]1[C:27]([NH2:28])=[CH:26][C:9]2[CH2:10][C@@H:11]3[C:16]([CH3:18])([CH3:17])[C@:15]([CH3:19])([C:8]=2[CH:7]=1)[CH2:14][CH2:13][N:12]3[C:20](=[O:25])[C:21]([F:24])([F:23])[F:22].C(O)(=O)C. Product: [F:23][C:21]([F:24])([F:22])[C:20]([N:12]1[CH2:13][CH2:14][C@:15]2([CH3:19])[C:16]([CH3:17])([CH3:18])[C@H:11]1[CH2:10][C:9]1[CH:26]=[C:27]3[N:28]=[N:1][NH:5][C:6]3=[CH:7][C:8]=12)=[O:25]. The catalyst class is: 6.